From a dataset of Catalyst prediction with 721,799 reactions and 888 catalyst types from USPTO. Predict which catalyst facilitates the given reaction. (1) Reactant: [Cl:1][C:2]1[CH:7]=[CH:6][CH:5]=[CH:4][C:3]=1[C:8]1[N:9]([C:24]2[CH:29]=[CH:28][C:27]([Cl:30])=[CH:26][CH:25]=2)[C:10]2[C:15]([N:16]=1)=[C:14]([NH:17][C@H:18]1[CH2:23][CH2:22][CH2:21][NH:20][CH2:19]1)[N:13]=[CH:12][N:11]=2.[CH3:31][S:32](Cl)(=[O:34])=[O:33].C(N(CC)CC)C. Product: [Cl:1][C:2]1[CH:7]=[CH:6][CH:5]=[CH:4][C:3]=1[C:8]1[N:9]([C:24]2[CH:25]=[CH:26][C:27]([Cl:30])=[CH:28][CH:29]=2)[C:10]2[C:15]([N:16]=1)=[C:14]([NH:17][C@H:18]1[CH2:23][CH2:22][CH2:21][N:20]([S:32]([CH3:31])(=[O:34])=[O:33])[CH2:19]1)[N:13]=[CH:12][N:11]=2. The catalyst class is: 1. (2) Reactant: Br[C:2]1[N:10]([CH2:11][CH2:12][CH:13]([CH3:15])[CH3:14])[C:9]2[C:8](=[O:16])[N:7]([CH2:17][CH2:18][CH2:19][O:20][Si](C(C)(C)C)(C)C)[C:6](=[O:28])[N:5]([CH3:29])[C:4]=2[N:3]=1.[F:30][C:31]1[CH:32]=[C:33]([OH:37])[CH:34]=[CH:35][CH:36]=1.C(=O)([O-])[O-].[K+].[K+].Cl. Product: [F:30][C:31]1[CH:32]=[C:33]([CH:34]=[CH:35][CH:36]=1)[O:37][C:2]1[N:10]([CH2:11][CH2:12][CH:13]([CH3:14])[CH3:15])[C:9]2[C:8](=[O:16])[N:7]([CH2:17][CH2:18][CH2:19][OH:20])[C:6](=[O:28])[N:5]([CH3:29])[C:4]=2[N:3]=1. The catalyst class is: 18. (3) Reactant: C(N(C(C)C)CC)(C)C.[CH:10]1([NH2:13])[CH2:12][CH2:11]1.[Br:14][C:15]1[N:16]=[C:17](Br)[C:18]2[N:19]([CH:21]=[CH:22][N:23]=2)[CH:20]=1. Product: [Br:14][C:15]1[N:16]=[C:17]([NH:13][CH:10]2[CH2:12][CH2:11]2)[C:18]2[N:19]([CH:21]=[CH:22][N:23]=2)[CH:20]=1. The catalyst class is: 41. (4) Reactant: [C:1]([C:5]1[CH:9]=[CH:8][NH:7][N:6]=1)([CH3:4])([CH3:3])[CH3:2].[CH2:10]=[O:11].C(N(CC)CC)C. Product: [C:1]([C:5]1[CH:9]=[CH:8][N:7]([CH2:10][OH:11])[N:6]=1)([CH3:4])([CH3:3])[CH3:2]. The catalyst class is: 21. (5) Reactant: [C:9](O[C:9]([O:11][C:12]([CH3:15])([CH3:14])[CH3:13])=[O:10])([O:11][C:12]([CH3:15])([CH3:14])[CH3:13])=[O:10].[NH2:16][C:17]1[C:18]2[N:19]([C:32]([C:36]#[N:37])=[C:33]([Cl:35])[N:34]=2)[CH2:20][C@:21]([C:24]2[CH:29]=[C:28]([NH2:30])[CH:27]=[CH:26][C:25]=2[F:31])([CH3:23])[N:22]=1. Product: [NH2:30][C:28]1[CH:27]=[CH:26][C:25]([F:31])=[C:24]([C@:21]2([CH3:23])[CH2:20][N:19]3[C:32]([C:36]#[N:37])=[C:33]([Cl:35])[N:34]=[C:18]3[C:17]([NH:16][C:9](=[O:10])[O:11][C:12]([CH3:13])([CH3:14])[CH3:15])=[N:22]2)[CH:29]=1. The catalyst class is: 326. (6) Reactant: [CH3:1][C:2]([CH3:13])([C:5](=O)[N:6]1[CH2:11][CH2:10][CH2:9][CH2:8][CH2:7]1)[C:3]#[N:4].[H-].[H-].[H-].[H-].[Li+].[Al+3].[Cl-].[NH4+].C(OCC)C. Product: [CH3:1][C:2]([CH3:13])([CH2:5][N:6]1[CH2:11][CH2:10][CH2:9][CH2:8][CH2:7]1)[CH2:3][NH2:4]. The catalyst class is: 1. (7) Product: [CH2:1]([C:3]1[C:11]2[C:6](=[CH:7][CH:8]=[CH:9][C:10]=2[NH:12][C:13]([C:15]2[N:19]3[CH:20]=[CH:21][C:22]([CH2:24][CH2:25][N:39]4[CH2:40][CH2:41][N:36]([CH3:35])[CH2:37][CH2:38]4)=[CH:23][C:18]3=[N:17][CH:16]=2)=[O:14])[N:5]([CH2:27][C:28]2[CH:33]=[CH:32][CH:31]=[C:30]([CH3:34])[N:29]=2)[N:4]=1)[CH3:2]. Reactant: [CH2:1]([C:3]1[C:11]2[C:6](=[CH:7][CH:8]=[CH:9][C:10]=2[NH:12][C:13]([C:15]2[N:19]3[CH:20]=[CH:21][C:22]([CH2:24][CH:25]=O)=[CH:23][C:18]3=[N:17][CH:16]=2)=[O:14])[N:5]([CH2:27][C:28]2[CH:33]=[CH:32][CH:31]=[C:30]([CH3:34])[N:29]=2)[N:4]=1)[CH3:2].[CH3:35][N:36]1[CH2:41][CH2:40][NH:39][CH2:38][CH2:37]1.C(O[BH-](OC(=O)C)OC(=O)C)(=O)C.[Na+]. The catalyst class is: 322.